Task: Predict the reactants needed to synthesize the given product.. Dataset: Full USPTO retrosynthesis dataset with 1.9M reactions from patents (1976-2016) Given the product [CH:17]1([C:20]2[CH:25]=[C:24]([CH3:26])[CH:23]=[CH:22][C:21]=2[N:27]2[CH2:32][CH2:31][N:30]([C:11]([C:10]3[CH:14]=[CH:15][C:7]([I:6])=[CH:8][CH:9]=3)=[O:12])[CH2:29][CH2:28]2)[CH2:18][CH2:19]1, predict the reactants needed to synthesize it. The reactants are: O1CCCC1.[I:6][C:7]1[CH:15]=[CH:14][C:10]([C:11](Cl)=[O:12])=[CH:9][CH:8]=1.Cl.[CH:17]1([C:20]2[CH:25]=[C:24]([CH3:26])[CH:23]=[CH:22][C:21]=2[N:27]2[CH2:32][CH2:31][NH:30][CH2:29][CH2:28]2)[CH2:19][CH2:18]1.[OH-].[Na+].